From a dataset of NCI-60 drug combinations with 297,098 pairs across 59 cell lines. Regression. Given two drug SMILES strings and cell line genomic features, predict the synergy score measuring deviation from expected non-interaction effect. (1) Drug 1: CC12CCC(CC1=CCC3C2CCC4(C3CC=C4C5=CN=CC=C5)C)O. Drug 2: CCCCCOC(=O)NC1=NC(=O)N(C=C1F)C2C(C(C(O2)C)O)O. Cell line: HT29. Synergy scores: CSS=12.0, Synergy_ZIP=5.25, Synergy_Bliss=5.12, Synergy_Loewe=-3.60, Synergy_HSA=2.36. (2) Drug 1: COC1=CC(=CC(=C1O)OC)C2C3C(COC3=O)C(C4=CC5=C(C=C24)OCO5)OC6C(C(C7C(O6)COC(O7)C8=CC=CS8)O)O. Drug 2: C(CCl)NC(=O)N(CCCl)N=O. Cell line: NCIH23. Synergy scores: CSS=57.9, Synergy_ZIP=-0.240, Synergy_Bliss=0.365, Synergy_Loewe=-24.8, Synergy_HSA=0.345.